This data is from Reaction yield outcomes from USPTO patents with 853,638 reactions. The task is: Predict the reaction yield, written as a fraction of the theoretical maximum amount of product (1.0 means a 100% yield; for example, 0.34 means a 34% yield). (1) The reactants are [CH3:1][C:2]([N:4]([CH3:6])C)=O.C([N:9]([CH2:12]C)CC)C.[C:14](Cl)([C:27]1[CH:32]=[CH:31][CH:30]=[CH:29][CH:28]=1)([C:21]1[CH:26]=[CH:25][CH:24]=[CH:23][CH:22]=1)[C:15]1[CH:20]=[CH:19][CH:18]=[CH:17][CH:16]=1.[OH2:34]. The catalyst is CO. The product is [C:14]([N:9]1[CH:12]=[C:2]([CH:1]=[O:34])[N:4]=[CH:6]1)([C:27]1[CH:32]=[CH:31][CH:30]=[CH:29][CH:28]=1)([C:21]1[CH:26]=[CH:25][CH:24]=[CH:23][CH:22]=1)[C:15]1[CH:20]=[CH:19][CH:18]=[CH:17][CH:16]=1. The yield is 0.650. (2) The reactants are [N+:1]([C:4]1[CH:9]=[CH:8][CH:7]=[C:6]([C:10]2[CH:15]=[CH:14][N:13]=[CH:12][CH:11]=2)[C:5]=1[C:16]1[CH:21]=[CH:20][C:19]([OH:22])=[CH:18][CH:17]=1)([O-:3])=[O:2].C([O-])([O-])=O.[K+].[K+].Cl.Cl[CH2:31][C:32]1[CH:41]=[CH:40][C:39]2[C:34](=[CH:35][CH:36]=[CH:37][CH:38]=2)[N:33]=1. No catalyst specified. The product is [N+:1]([C:4]1[CH:9]=[CH:8][CH:7]=[C:6]([C:10]2[CH:11]=[CH:12][N:13]=[CH:14][CH:15]=2)[C:5]=1[C:16]1[CH:21]=[CH:20][C:19]([O:22][CH2:31][C:32]2[CH:41]=[CH:40][C:39]3[C:34](=[CH:35][CH:36]=[CH:37][CH:38]=3)[N:33]=2)=[CH:18][CH:17]=1)([O-:3])=[O:2]. The yield is 0.620. (3) The reactants are Cl[C:2]1[C:3]([NH:12][S:13]([C:16]2[S:20][C:19]([C:21]([O:23][CH3:24])=[O:22])=[CH:18][C:17]=2[CH3:25])(=[O:15])=[O:14])=[N:4][C:5]2[C:10]([N:11]=1)=[CH:9][CH:8]=[CH:7][CH:6]=2.[CH3:26][O:27][C:28]1[CH:29]=[C:30]([CH:32]=[C:33]([O:35][CH3:36])[CH:34]=1)[NH2:31]. The catalyst is CCO. The product is [CH3:36][O:35][C:33]1[CH:32]=[C:30]([NH:31][C:2]2[C:3]([NH:12][S:13]([C:16]3[S:20][C:19]([C:21]([O:23][CH3:24])=[O:22])=[CH:18][C:17]=3[CH3:25])(=[O:14])=[O:15])=[N:4][C:5]3[C:10]([N:11]=2)=[CH:9][CH:8]=[CH:7][CH:6]=3)[CH:29]=[C:28]([O:27][CH3:26])[CH:34]=1. The yield is 0.800. (4) The reactants are [CH3:1][C@:2]12[C:10]([C:11]3([CH2:14][C:15]#[C:16][C:17]([OH:20])([CH3:19])[CH3:18])[CH2:13][CH2:12]3)=[CH:9][CH2:8][C@H:7]1[C@@H:6]([OH:21])[CH2:5][CH2:4][CH2:3]2.C(OCC)(=O)C.CCCCCC.N1C2C(=CC=CC=2)C=CC=1. The catalyst is [Pd].CC([O-])=O.CC([O-])=O.[Pb+2].C(O)C. The product is [CH3:1][C@:2]12[C:10]([C:11]3([CH2:14]/[CH:15]=[CH:16]\[C:17]([OH:20])([CH3:18])[CH3:19])[CH2:12][CH2:13]3)=[CH:9][CH2:8][C@H:7]1[C@@H:6]([OH:21])[CH2:5][CH2:4][CH2:3]2. The yield is 0.880.